This data is from Retrosynthesis with 50K atom-mapped reactions and 10 reaction types from USPTO. The task is: Predict the reactants needed to synthesize the given product. (1) Given the product COc1ccc(Cl)cc1Nc1cc(Oc2ccc(NC(=O)Nc3ccc(N4CCOCC4)c(C(F)(F)F)c3)cc2)ncn1, predict the reactants needed to synthesize it. The reactants are: COc1ccc(Cl)cc1N.O=C(Nc1ccc(Oc2cc(Cl)ncn2)cc1)Nc1ccc(N2CCOCC2)c(C(F)(F)F)c1. (2) Given the product O=C(NC1CC1)c1cnc(I)cc1C(F)(F)F, predict the reactants needed to synthesize it. The reactants are: COC(=O)c1cnc(I)cc1C(F)(F)F.NC1CC1. (3) Given the product C(#Cc1ccc2[nH]ccc2c1)CCN1CC=C(c2ccccc2)CC1, predict the reactants needed to synthesize it. The reactants are: Brc1ccc2[nH]ccc2c1.C#CCCN1CC=C(c2ccccc2)CC1. (4) Given the product CCc1c(O)cccc1CN(C)C, predict the reactants needed to synthesize it. The reactants are: CCc1c(CN(C)C)cccc1OC.